This data is from Full USPTO retrosynthesis dataset with 1.9M reactions from patents (1976-2016). The task is: Predict the reactants needed to synthesize the given product. Given the product [Cl:1][C:2]1[CH:3]=[C:4]([N:14]([CH2:21][C:22]2[CH:27]=[CH:26][C:25]([O:28][CH3:29])=[CH:24][CH:23]=2)[C:15]2[CH:20]=[CH:19][CH:18]=[CH:17][CH:16]=2)[C:5]2[N:6]([C:8]([C:11]([NH:37][C:35]3[CH:34]=[CH:33][N:32]=[C:31]([CH3:30])[CH:36]=3)=[O:12])=[CH:9][N:10]=2)[N:7]=1, predict the reactants needed to synthesize it. The reactants are: [Cl:1][C:2]1[CH:3]=[C:4]([N:14]([CH2:21][C:22]2[CH:27]=[CH:26][C:25]([O:28][CH3:29])=[CH:24][CH:23]=2)[C:15]2[CH:20]=[CH:19][CH:18]=[CH:17][CH:16]=2)[C:5]2[N:6]([C:8]([C:11](O)=[O:12])=[CH:9][N:10]=2)[N:7]=1.[CH3:30][C:31]1[CH:36]=[C:35]([NH2:37])[CH:34]=[CH:33][N:32]=1.